From a dataset of Peptide-MHC class II binding affinity with 134,281 pairs from IEDB. Regression. Given a peptide amino acid sequence and an MHC pseudo amino acid sequence, predict their binding affinity value. This is MHC class II binding data. (1) The peptide sequence is IKYEVAIFVHGPTTVESH. The MHC is DRB1_0405 with pseudo-sequence DRB1_0405. The binding affinity (normalized) is 0.432. (2) The peptide sequence is PAKNIYSFNEIVALW. The MHC is DRB3_0101 with pseudo-sequence DRB3_0101. The binding affinity (normalized) is 0.597. (3) The binding affinity (normalized) is 0.0794. The peptide sequence is SSCEVALSYYPTPLA. The MHC is HLA-DQA10401-DQB10402 with pseudo-sequence HLA-DQA10401-DQB10402. (4) The peptide sequence is VGSKLIVAMSSWLQK. The MHC is DRB1_1201 with pseudo-sequence DRB1_1201. The binding affinity (normalized) is 0.349.